Dataset: Catalyst prediction with 721,799 reactions and 888 catalyst types from USPTO. Task: Predict which catalyst facilitates the given reaction. Reactant: S(Cl)(Cl)=O.[O:5]=[C:6]1[C:15]2[C:10](=[CH:11][C:12]([C:16]3[CH:24]=[CH:23][C:19]([C:20](O)=[O:21])=[CH:18][CH:17]=3)=[CH:13][CH:14]=2)[CH2:9][CH2:8][N:7]1[CH2:25][CH2:26][N:27]1[CH2:31][CH2:30][CH2:29][CH2:28]1.[CH:32]1([NH2:37])[CH2:36][CH2:35][CH2:34][CH2:33]1. Product: [CH:32]1([NH:37][C:20](=[O:21])[C:19]2[CH:18]=[CH:17][C:16]([C:12]3[CH:11]=[C:10]4[C:15](=[CH:14][CH:13]=3)[C:6](=[O:5])[N:7]([CH2:25][CH2:26][N:27]3[CH2:31][CH2:30][CH2:29][CH2:28]3)[CH2:8][CH2:9]4)=[CH:24][CH:23]=2)[CH2:36][CH2:35][CH2:34][CH2:33]1. The catalyst class is: 464.